Dataset: Forward reaction prediction with 1.9M reactions from USPTO patents (1976-2016). Task: Predict the product of the given reaction. (1) Given the reactants [C:1]1([CH3:17])[CH:6]=[CH:5][C:4]([O:7][CH2:8][CH2:9][CH2:10][CH2:11][CH2:12][CH2:13][CH2:14][CH2:15][NH2:16])=[CH:3][CH:2]=1.Cl[C:19]1[C:28]2[C:23](=[CH:24][CH:25]=[CH:26][CH:27]=2)[N:22]=[CH:21][CH:20]=1.C(OCCCOCCCCCCCCNC1C2C(=CC=CC=2)N=CC=1)C, predict the reaction product. The product is: [C:1]1([CH3:17])[CH:2]=[CH:3][C:4]([O:7][CH2:8][CH2:9][CH2:10][CH2:11][CH2:12][CH2:13][CH2:14][CH2:15][NH:16][C:19]2[C:28]3[C:23](=[CH:24][CH:25]=[CH:26][CH:27]=3)[N:22]=[CH:21][CH:20]=2)=[CH:5][CH:6]=1. (2) Given the reactants [H-].[Al+3].[Li+].[H-].[H-].[H-].[CH2:7]([N:11]1[CH:16]=[CH:15][C:14]([CH3:18])([CH3:17])[CH2:13][C:12]1=O)[CH:8]([CH3:10])[CH3:9].O.O.O.O.O.O.O.O.O.O.S([O-])([O-])(=O)=O.[Na+].[Na+].S([O-])([O-])(=O)=O.[Na+].[Na+], predict the reaction product. The product is: [CH2:7]([N:11]1[CH:12]=[CH:13][C:14]([CH3:18])([CH3:17])[CH2:15][CH2:16]1)[CH:8]([CH3:10])[CH3:9]. (3) Given the reactants Cl[CH2:2][CH2:3][CH2:4][CH2:5][C:6]([C:8]1[CH:13]=[CH:12][CH:11]=[C:10]([Cl:14])[CH:9]=1)=[O:7].[NH:15]1[CH2:20][CH2:19][CH:18]([C:21]2[CH:22]=[C:23]([NH:27][C:28]([CH:30]3[CH2:32][CH2:31]3)=[O:29])[CH:24]=[CH:25][CH:26]=2)[CH2:17][CH2:16]1, predict the reaction product. The product is: [Cl:14][C:10]1[CH:9]=[C:8]([C:6](=[O:7])[CH2:5][CH2:4][CH2:3][CH2:2][N:15]2[CH2:20][CH2:19][CH:18]([C:21]3[CH:22]=[C:23]([NH:27][C:28]([CH:30]4[CH2:31][CH2:32]4)=[O:29])[CH:24]=[CH:25][CH:26]=3)[CH2:17][CH2:16]2)[CH:13]=[CH:12][CH:11]=1. (4) Given the reactants [Na].[CH3:2]CN(C(C)C)C(C)C.[OH:11][C:12]([C:14]([F:17])([F:16])[F:15])=[O:13].[Cl:18][C:19]1[CH:20]=[CH:21][C:22]([F:47])=[C:23]([C:25]([CH:27]2[CH2:32][CH2:31][N:30]([C:33]3[N:34]=[C:35]4[CH2:46][CH2:45][NH:44][CH2:43][C:36]4=[N:37][C:38]=3[NH:39][CH:40]([CH3:42])[CH3:41])[CH2:29][CH2:28]2)=[O:26])[CH:24]=1.C=O, predict the reaction product. The product is: [Cl:18][C:19]1[CH:20]=[CH:21][C:22]([F:47])=[C:23]([C:25]([CH:27]2[CH2:32][CH2:31][N:30]([C:33]3[N:34]=[C:35]4[CH2:46][CH2:45][N:44]([CH3:2])[CH2:43][C:36]4=[N:37][C:38]=3[NH:39][CH:40]([CH3:42])[CH3:41])[CH2:29][CH2:28]2)=[O:26])[CH:24]=1.[C:12]([OH:13])([C:14]([F:17])([F:16])[F:15])=[O:11]. (5) The product is: [CH2:21]([C@H:20]1[C:14]2=[N:13][CH:12]=[C:11]([N:10]([CH2:40][CH:41]=[CH2:42])[C:9]([O:8][CH2:1][C:2]3[CH:3]=[CH:4][CH:5]=[CH:6][CH:7]=3)=[O:43])[C:16](=[O:47])[N:15]2[C@H:18]([C:24]([OH:48])=[O:25])[CH2:19]1)[CH:22]=[CH2:23]. Given the reactants [CH2:1]([O:8][C:9](=[O:43])[N:10]([CH2:40][CH:41]=[CH2:42])[C:11]1[C:16](=O)[N:15]2[C@H:18]([C:24](N(C(OC(C)(C)C)=O)C3C=CC=CC=3)=[O:25])[CH2:19][C@@H:20]([CH2:21][CH:22]=[CH2:23])[C:14]2=[N:13][CH:12]=1)[C:2]1[CH:7]=[CH:6][CH:5]=[CH:4][CH:3]=1.OO.[Li+].[OH-:47].[O-:48]S([O-])=O.[Na+].[Na+], predict the reaction product. (6) The product is: [O:9]([C:11]1[C:20]2[N:21]=[CH:22][N:23]([CH2:24][CH2:25][O:26][CH2:27][C:28]#[CH:29])[C:19]=2[C:18]2[CH:17]=[CH:16][CH:15]=[CH:14][C:13]=2[N:12]=1)[C:3]1[CH:8]=[CH:7][CH:6]=[CH:5][CH:4]=1. Given the reactants [H-].[Na+].[C:3]1([OH:9])[CH:8]=[CH:7][CH:6]=[CH:5][CH:4]=1.Cl[C:11]1[C:20]2[N:21]=[CH:22][N:23]([CH2:24][CH2:25][O:26][CH2:27][C:28]#[CH:29])[C:19]=2[C:18]2[CH:17]=[CH:16][CH:15]=[CH:14][C:13]=2[N:12]=1.[O-]C1C=CC=CC=1.[Na+], predict the reaction product. (7) Given the reactants C([N:8]1[CH2:14][C:13]2[N:15]=[CH:16][C:17]([N:19]3[CH:23]=[CH:22][N:21]=[C:20]3[CH3:24])=[N:18][C:12]=2[O:11][CH2:10][CH2:9]1)C1C=CC=CC=1.[ClH:25], predict the reaction product. The product is: [ClH:25].[CH3:24][C:20]1[N:19]([C:17]2[CH:16]=[N:15][C:13]3[CH2:14][NH:8][CH2:9][CH2:10][O:11][C:12]=3[N:18]=2)[CH:23]=[CH:22][N:21]=1. (8) Given the reactants C[C@@:2]12[C@H:12](CC3C=C(O)C(C=O)=CC=3O)[C:10](=C)[CH2:9][CH2:8][C@H:7]1[C:6](C)(C)[C@@H:5](Br)[CH2:4][CH2:3]2.OC/C=C(/C)\CCC=C(C)C, predict the reaction product. The product is: [CH2:6]1[C@@H:7]2[C@@H:2]([CH2:12][CH2:10][CH2:9][CH2:8]2)[CH2:3][CH2:4][CH2:5]1. (9) Given the reactants N[C@H](C(NCCC(O)=O)=O)CC1C=CC=CC=1.C1C=CC(C[C@H](N)C(N[C@H](C(N)=O)CC2C=CC=CC=2)=O)=CC=1.[NH2:41][C@H:42]([C:50]([NH:52][C@H:53]([C:58]([OH:60])=[O:59])CC(C)C)=[O:51])[CH2:43][C:44]1[CH:49]=[CH:48][CH:47]=[CH:46][CH:45]=1.C[C@H](NC([C@@H](N)CC1C=CC=CC=1)=O)C(O)=O.N[C@H](C(N[C@H](C(O)=O)CC(=O)O)=O)CC1C=CC=CC=1.N[C@H](C(O)=O)CC1C=CC=CC=1, predict the reaction product. The product is: [CH:47]1[CH:46]=[CH:45][C:44]([CH2:43][C@H:42]([NH2:41])[C:50]([NH:52][CH2:53][C:58]([OH:60])=[O:59])=[O:51])=[CH:49][CH:48]=1.